Dataset: NCI-60 drug combinations with 297,098 pairs across 59 cell lines. Task: Regression. Given two drug SMILES strings and cell line genomic features, predict the synergy score measuring deviation from expected non-interaction effect. (1) Drug 1: C1=NC2=C(N=C(N=C2N1C3C(C(C(O3)CO)O)O)F)N. Drug 2: CCC1(C2=C(COC1=O)C(=O)N3CC4=CC5=C(C=CC(=C5CN(C)C)O)N=C4C3=C2)O.Cl. Cell line: TK-10. Synergy scores: CSS=59.0, Synergy_ZIP=-2.93, Synergy_Bliss=-4.67, Synergy_Loewe=-2.93, Synergy_HSA=-0.380. (2) Drug 1: C1=CC(=CC=C1CCCC(=O)O)N(CCCl)CCCl. Drug 2: C1=NNC2=C1C(=O)NC=N2. Cell line: SNB-19. Synergy scores: CSS=1.21, Synergy_ZIP=-8.84, Synergy_Bliss=-8.49, Synergy_Loewe=-9.00, Synergy_HSA=-8.06. (3) Drug 1: C1CN1P(=S)(N2CC2)N3CC3. Drug 2: C1CC(=O)NC(=O)C1N2C(=O)C3=CC=CC=C3C2=O. Cell line: OVCAR3. Synergy scores: CSS=1.27, Synergy_ZIP=2.39, Synergy_Bliss=8.72, Synergy_Loewe=2.32, Synergy_HSA=1.74.